From a dataset of CYP1A2 inhibition data for predicting drug metabolism from PubChem BioAssay. Regression/Classification. Given a drug SMILES string, predict its absorption, distribution, metabolism, or excretion properties. Task type varies by dataset: regression for continuous measurements (e.g., permeability, clearance, half-life) or binary classification for categorical outcomes (e.g., BBB penetration, CYP inhibition). Dataset: cyp1a2_veith. (1) The compound is Nc1ncnc2c1ncn2CCCCC(=O)O. The result is 0 (non-inhibitor). (2) The drug is COc1ccccc1CNc1cc(-c2cccc(NS(C)(=O)=O)c2)ncn1. The result is 1 (inhibitor). (3) The molecule is Cc1noc(C)c1-c1ccc2ncnc(N(C)Cc3ccco3)c2c1. The result is 1 (inhibitor). (4) The compound is C=CCn1c(COc2ccccc2)nnc1SCC(=O)N/N=C/c1ccc(C)cc1. The result is 1 (inhibitor). (5) The compound is O=C1C(=O)c2ccccc2C(O)=C1C(C1=C(O)c2ccccc2C(=O)C1=O)c1ccc(Cl)cc1. The result is 1 (inhibitor). (6) The drug is Cc1cc(Oc2ccccc2)nc(NCc2ccccc2)n1. The result is 1 (inhibitor).